From a dataset of NCI-60 drug combinations with 297,098 pairs across 59 cell lines. Regression. Given two drug SMILES strings and cell line genomic features, predict the synergy score measuring deviation from expected non-interaction effect. (1) Drug 2: CCCCC(=O)OCC(=O)C1(CC(C2=C(C1)C(=C3C(=C2O)C(=O)C4=C(C3=O)C=CC=C4OC)O)OC5CC(C(C(O5)C)O)NC(=O)C(F)(F)F)O. Synergy scores: CSS=12.4, Synergy_ZIP=-5.35, Synergy_Bliss=-1.88, Synergy_Loewe=-1.91, Synergy_HSA=-1.24. Drug 1: CC(CN1CC(=O)NC(=O)C1)N2CC(=O)NC(=O)C2. Cell line: MDA-MB-231. (2) Drug 1: CCCS(=O)(=O)NC1=C(C(=C(C=C1)F)C(=O)C2=CNC3=C2C=C(C=N3)C4=CC=C(C=C4)Cl)F. Drug 2: C1CN(CCN1C(=O)CCBr)C(=O)CCBr. Cell line: MDA-MB-231. Synergy scores: CSS=16.6, Synergy_ZIP=0.120, Synergy_Bliss=2.24, Synergy_Loewe=-2.42, Synergy_HSA=0.391. (3) Drug 1: C1=CC(=CC=C1C#N)C(C2=CC=C(C=C2)C#N)N3C=NC=N3. Drug 2: CC1=C(C=C(C=C1)NC(=O)C2=CC=C(C=C2)CN3CCN(CC3)C)NC4=NC=CC(=N4)C5=CN=CC=C5. Cell line: NCI/ADR-RES. Synergy scores: CSS=9.64, Synergy_ZIP=0.390, Synergy_Bliss=2.54, Synergy_Loewe=4.60, Synergy_HSA=3.63. (4) Drug 1: C1=CC(=CC=C1CC(C(=O)O)N)N(CCCl)CCCl.Cl. Drug 2: C1=CC=C(C=C1)NC(=O)CCCCCCC(=O)NO. Cell line: MDA-MB-435. Synergy scores: CSS=7.92, Synergy_ZIP=0.784, Synergy_Bliss=-2.12, Synergy_Loewe=-16.0, Synergy_HSA=-7.72. (5) Drug 1: CC1=CC2C(CCC3(C2CCC3(C(=O)C)OC(=O)C)C)C4(C1=CC(=O)CC4)C. Cell line: RXF 393. Synergy scores: CSS=20.9, Synergy_ZIP=14.3, Synergy_Bliss=16.4, Synergy_Loewe=8.28, Synergy_HSA=12.3. Drug 2: C1=CC(=CC=C1CC(C(=O)O)N)N(CCCl)CCCl.Cl.